This data is from Catalyst prediction with 721,799 reactions and 888 catalyst types from USPTO. The task is: Predict which catalyst facilitates the given reaction. (1) Reactant: [F:1][CH:2]([F:15])[C:3]1[CH:4]=[C:5]([N+:12]([O-])=O)[C:6]([C:9]([OH:11])=[O:10])=[N:7][CH:8]=1. Product: [NH2:12][C:5]1[C:6]([C:9]([OH:11])=[O:10])=[N:7][CH:8]=[C:3]([CH:2]([F:15])[F:1])[CH:4]=1. The catalyst class is: 319. (2) Reactant: [BH4-].[Na+].[NH2:3][C:4]1[N:9]=[CH:8][N:7]=[C:6]2[N:10]([C:26]3[CH:33]=[CH:32][C:29]([CH:30]=[O:31])=[CH:28][CH:27]=3)[N:11]=[C:12]([C:13]3[CH:18]=[CH:17][C:16]([O:19][C:20]4[CH:25]=[CH:24][CH:23]=[CH:22][CH:21]=4)=[CH:15][CH:14]=3)[C:5]=12.C1COCC1. Product: [NH2:3][C:4]1[N:9]=[CH:8][N:7]=[C:6]2[N:10]([C:26]3[CH:27]=[CH:28][C:29]([CH2:30][OH:31])=[CH:32][CH:33]=3)[N:11]=[C:12]([C:13]3[CH:14]=[CH:15][C:16]([O:19][C:20]4[CH:25]=[CH:24][CH:23]=[CH:22][CH:21]=4)=[CH:17][CH:18]=3)[C:5]=12. The catalyst class is: 5. (3) Reactant: [NH2:1][C:2]1[C:7]([C:8]#[N:9])=[CH:6][CH:5]=[CH:4][N:3]=1.[Br:10]Br. The catalyst class is: 52. Product: [NH2:1][C:2]1[C:7]([C:8]#[N:9])=[CH:6][C:5]([Br:10])=[CH:4][N:3]=1. (4) Reactant: [CH3:1][C:2]1[S:12][C:5]2[NH:6][C:7](=[O:11])[NH:8][C:9](=[O:10])[C:4]=2[CH:3]=1.C(O)(=O)C.[Br:17]Br. Product: [Br:17][C:3]1[C:4]2[C:9](=[O:10])[NH:8][C:7](=[O:11])[NH:6][C:5]=2[S:12][C:2]=1[CH3:1]. The catalyst class is: 6. (5) The catalyst class is: 1. Product: [N:22]1[CH:23]=[CH:24][CH:25]=[CH:26][C:21]=1[CH2:20][N:15]1[CH:16]=[C:12]([C:11]#[C:10][C:8]2[CH:7]=[CH:6][N:5]=[C:4]([CH3:3])[CH:9]=2)[N:13]=[C:14]1[CH3:17]. Reactant: [H-].[Na+].[CH3:3][C:4]1[CH:9]=[C:8]([C:10]#[C:11][C:12]2[N:13]=[C:14]([CH3:17])[NH:15][CH:16]=2)[CH:7]=[CH:6][N:5]=1.Br.Br[CH2:20][C:21]1[CH:26]=[CH:25][CH:24]=[CH:23][N:22]=1.O. (6) Reactant: [CH2:1]([O:8][C:9]([N:11]1[CH2:20][CH2:19][C:18]2[C:13](=[CH:14][CH:15]=[C:16]([N:21]3[C:25](C(O)=O)=[CH:24][C:23]([C:29]([CH3:32])([CH3:31])[CH3:30])=[N:22]3)[CH:17]=2)[CH2:12]1)=[O:10])[C:2]1[CH:7]=[CH:6][CH:5]=[CH:4][CH:3]=1.C1C=CC(P([N:47]=[N+]=[N-])(C2C=CC=CC=2)=O)=CC=1.[Cl:50][C:51]([Cl:55])([Cl:54])[CH2:52][OH:53].[O:56]1[CH2:61]COCC1. Product: [C:29]([C:23]1[CH:24]=[C:25]([NH:47][C:61]([O:53][CH2:52][C:51]([Cl:55])([Cl:54])[Cl:50])=[O:56])[N:21]([C:16]2[CH:17]=[C:18]3[C:13](=[CH:14][CH:15]=2)[CH2:12][N:11]([C:9]([O:8][CH2:1][C:2]2[CH:3]=[CH:4][CH:5]=[CH:6][CH:7]=2)=[O:10])[CH2:20][CH2:19]3)[N:22]=1)([CH3:32])([CH3:30])[CH3:31]. The catalyst class is: 170. (7) Reactant: [C:1]([O:5][C:6]([N:8]1[CH2:13][CH2:12][CH2:11][C@@H:10]([N:14]2[CH2:20][CH:19]=[CH:18][CH2:17][C@@H:16]([NH:21][C:22]3[CH:27]=[C:26]([F:28])[CH:25]=[C:24]([Cl:29])[CH:23]=3)[C:15]2=[O:30])[CH2:9]1)=[O:7])([CH3:4])([CH3:3])[CH3:2].C(=O)([O-])[O-:32].[K+].[K+].CS(N)(=O)=O.C(O)(C)(C)C.[OH2:47].S(=O)(=O)(O)[O-].[Na+]. The catalyst class is: 13. Product: [Cl:29][C:24]1[CH:23]=[C:22]([NH:21][C@@H:16]2[CH2:17][CH:18]([OH:47])[CH:19]([OH:32])[CH2:20][N:14]([C@@H:10]3[CH2:11][CH2:12][CH2:13][N:8]([C:6]([O:5][C:1]([CH3:4])([CH3:2])[CH3:3])=[O:7])[CH2:9]3)[C:15]2=[O:30])[CH:27]=[C:26]([F:28])[CH:25]=1.